This data is from Catalyst prediction with 721,799 reactions and 888 catalyst types from USPTO. The task is: Predict which catalyst facilitates the given reaction. (1) Reactant: [OH:1][CH:2]([CH2:39][OH:40])[CH2:3][O:4][C:5]1[CH:10]=[CH:9][C:8]([C:11]2[C:15]3[CH:16]=[C:17]([O:20][CH2:21][C:22]4[CH:27]=[CH:26][C:25]([C@@H:28]([C:35]#[C:36][CH3:37])[CH2:29][C:30]([O:32]CC)=[O:31])=[CH:24][CH:23]=4)[CH:18]=[CH:19][C:14]=3[S:13][CH:12]=2)=[C:7]([CH3:38])[CH:6]=1.[Li+].[OH-].Cl. Product: [OH:1][CH:2]([CH2:39][OH:40])[CH2:3][O:4][C:5]1[CH:10]=[CH:9][C:8]([C:11]2[C:15]3[CH:16]=[C:17]([O:20][CH2:21][C:22]4[CH:27]=[CH:26][C:25]([C@@H:28]([C:35]#[C:36][CH3:37])[CH2:29][C:30]([OH:32])=[O:31])=[CH:24][CH:23]=4)[CH:18]=[CH:19][C:14]=3[S:13][CH:12]=2)=[C:7]([CH3:38])[CH:6]=1. The catalyst class is: 14. (2) Reactant: [N+:1]([C:4]1[CH:9]=[CH:8][C:7]([N:10]2[C:14]3=[N:15][CH:16]=[CH:17][CH:18]=[C:13]3[NH:12][C:11]2=[O:19])=[CH:6][CH:5]=1)([O-:3])=[O:2].[H-].[Na+].I[CH2:23][CH3:24].[Cl-].[Cl-].[Ca+2]. Product: [CH2:23]([N:12]1[C:13]2[C:14](=[N:15][CH:16]=[CH:17][CH:18]=2)[N:10]([C:7]2[CH:8]=[CH:9][C:4]([N+:1]([O-:3])=[O:2])=[CH:5][CH:6]=2)[C:11]1=[O:19])[CH3:24]. The catalyst class is: 3. (3) Reactant: [CH3:1][Si:2]([CH3:17])([CH3:16])[C:3]1[CH:4]=[C:5]([CH:9]=[C:10]([Si:12]([CH3:15])([CH3:14])[CH3:13])[CH:11]=1)[C:6]([OH:8])=O.N1C=CC=CC=1.[NH2:24][C:25]1[N:30]=[CH:29][C:28]([CH:31]=[CH:32][C:33]([O:35][CH2:36][CH3:37])=[O:34])=[CH:27][CH:26]=1.P(Cl)(Cl)(Cl)=O. Product: [CH3:16][Si:2]([CH3:1])([CH3:17])[C:3]1[CH:4]=[C:5]([CH:9]=[C:10]([Si:12]([CH3:15])([CH3:14])[CH3:13])[CH:11]=1)[C:6]([NH:24][C:25]1[N:30]=[CH:29][C:28](/[CH:31]=[CH:32]/[C:33]([O:35][CH2:36][CH3:37])=[O:34])=[CH:27][CH:26]=1)=[O:8]. The catalyst class is: 647. (4) Reactant: [CH3:1][C:2]1[CH:3]=[CH:4][C:5]([OH:24])=[C:6]([C@@H:8]([C:18]2[CH:19]=[CH:20][CH:21]=[CH:22][CH:23]=2)[CH2:9][CH2:10]N(C(C)C)C(C)C)[CH:7]=1.C(O)(=[O:34])/C=C/C1C=CC=CC=1.C1C(O)=CC=C(C)C=1. Product: [CH3:1][C:2]1[CH:3]=[CH:4][C:5]2[O:24][C:10](=[O:34])[CH2:9][CH:8]([C:18]3[CH:19]=[CH:20][CH:21]=[CH:22][CH:23]=3)[C:6]=2[CH:7]=1. The catalyst class is: 65.